This data is from Retrosynthesis with 50K atom-mapped reactions and 10 reaction types from USPTO. The task is: Predict the reactants needed to synthesize the given product. Given the product CCCCc1nc2cc(N(NC(=O)OC(C)(C)C)C(C)=O)ccc2n1Cc1ccc(-c2ccccc2C(=O)O)cc1, predict the reactants needed to synthesize it. The reactants are: CCCCc1nc2cc(N(NC(=O)OC(C)(C)C)C(C)=O)ccc2n1Cc1ccc(-c2ccccc2C(=O)OCC)cc1.